Dataset: Catalyst prediction with 721,799 reactions and 888 catalyst types from USPTO. Task: Predict which catalyst facilitates the given reaction. (1) Reactant: [OH:1][C:2]1[CH:11]=[CH:10][CH:9]=[C:8]2[C:3]=1[CH2:4][CH2:5][CH2:6][C:7]2=[O:12].[C:13](Cl)(=[O:18])[C:14]([CH3:17])([CH3:16])[CH3:15].Cl. Product: [C:13]([O:1][C:2]1[CH:11]=[CH:10][CH:9]=[C:8]2[C:3]=1[CH2:4][CH2:5][CH2:6][C:7]2=[O:12])(=[O:18])[C:14]([CH3:17])([CH3:16])[CH3:15]. The catalyst class is: 341. (2) Reactant: C[C:2]1[CH:10]=[C:9]([O:11][C:12]2[CH:13]=[N:14][CH:15]=[CH:16][CH:17]=2)[CH:8]=[CH:7][C:3]=1[C:4]([OH:6])=[O:5].N1C=CC=C(OC2C=CC(C(OC)=O)=CC=2)C=1.[OH-].[Na+]. Product: [N:14]1[CH:15]=[CH:16][CH:17]=[C:12]([O:11][C:9]2[CH:10]=[CH:2][C:3]([C:4]([OH:6])=[O:5])=[CH:7][CH:8]=2)[CH:13]=1. The catalyst class is: 240. (3) Reactant: [CH:1]1([C:4]2[C:5]([CH2:13][N:14]3[C:18]4=[N:19][C:20]([C:23]([F:30])([F:29])[C:24]5[NH:28][N:27]=[N:26][N:25]=5)=[CH:21][CH:22]=[C:17]4[C:16]([CH3:31])=[N:15]3)=[C:6]([CH:10]=[CH:11][CH:12]=2)[C:7]([NH2:9])=[O:8])[CH2:3][CH2:2]1.[OH-].[K+:33]. Product: [C:7]([C:6]1[CH:10]=[CH:11][CH:12]=[C:4]([CH:1]2[CH2:2][CH2:3]2)[C:5]=1[CH2:13][N:14]1[C:18]2=[N:19][C:20]([C:23]([F:29])([F:30])[C:24]3[N-:25][N:26]=[N:27][N:28]=3)=[CH:21][CH:22]=[C:17]2[C:16]([CH3:31])=[N:15]1)(=[O:8])[NH2:9].[K+:33]. The catalyst class is: 8. (4) Reactant: [CH2:1]([NH2:5])[CH2:2][CH2:3][CH3:4].[CH:6]12[O:12][CH:9]([CH2:10][CH2:11]1)[CH:8]1[C:13]([O:15][C:16](=O)[CH:7]21)=[O:14].C(N(CC)CC)C. Product: [CH2:1]([N:5]1[C:16](=[O:15])[CH:7]2[CH:8]([CH:9]3[O:12][CH:6]2[CH2:11][CH2:10]3)[C:13]1=[O:14])[CH2:2][CH2:3][CH3:4]. The catalyst class is: 260. (5) Reactant: [CH3:1][S:2]([C:5]1[CH:10]=[CH:9][CH:8]=[CH:7][C:6]=1[C:11]1[CH:16]=[CH:15][C:14]([N:17]2[CH2:22][CH2:21][C:20]3[C:23]([C:37]([F:40])([F:39])[F:38])=[N:24][N:25]([C:26]4[CH:34]=[CH:33][C:32]([O:35][CH3:36])=[CH:31][C:27]=4[C:28](Cl)=[O:29])[C:19]=3[C:18]2=[O:41])=[CH:13][CH:12]=1)(=[O:4])=[O:3].[NH3:42]. Product: [CH3:1][S:2]([C:5]1[CH:10]=[CH:9][CH:8]=[CH:7][C:6]=1[C:11]1[CH:16]=[CH:15][C:14]([N:17]2[CH2:22][CH2:21][C:20]3[C:23]([C:37]([F:40])([F:39])[F:38])=[N:24][N:25]([C:26]4[CH:34]=[CH:33][C:32]([O:35][CH3:36])=[CH:31][C:27]=4[C:28]([NH2:42])=[O:29])[C:19]=3[C:18]2=[O:41])=[CH:13][CH:12]=1)(=[O:4])=[O:3]. The catalyst class is: 4. (6) Reactant: [O:1]1[CH2:6][CH2:5][N:4]([C:7]2[CH:12]=[CH:11][C:10]([C:13]3[N:22]=[C:21]([O:23][C:24]4[CH:32]=[CH:31][C:27]([C:28](O)=[O:29])=[CH:26][CH:25]=4)[C:20]4[C:15](=[N:16][CH:17]=[CH:18][N:19]=4)[CH:14]=3)=[CH:9][CH:8]=2)[CH2:3][CH2:2]1.C[N:34](C(ON1N=NC2C=CC=NC1=2)=[N+](C)C)C.F[P-](F)(F)(F)(F)F.CCN(C(C)C)C(C)C.[NH4+].[Cl-]. Product: [O:1]1[CH2:6][CH2:5][N:4]([C:7]2[CH:12]=[CH:11][C:10]([C:13]3[N:22]=[C:21]([O:23][C:24]4[CH:32]=[CH:31][C:27]([C:28]([NH2:34])=[O:29])=[CH:26][CH:25]=4)[C:20]4[C:15](=[N:16][CH:17]=[CH:18][N:19]=4)[CH:14]=3)=[CH:9][CH:8]=2)[CH2:3][CH2:2]1. The catalyst class is: 266. (7) Reactant: CC1C=C(C)C=C(C)C=1S([O-])(=O)=O.[NH2:14][N+:15]1[CH:20]=[CH:19][C:18]([O:21][CH2:22][C:23]2[CH:28]=[CH:27][CH:26]=[CH:25][CH:24]=2)=[CH:17][CH:16]=1.[CH3:29][S:30][C:31]1[N:36]=[C:35]([C:37]#[C:38][C:39]2[CH:44]=[CH:43][CH:42]=[C:41]([N+:45]([O-:47])=[O:46])[CH:40]=2)[CH:34]=[CH:33][N:32]=1.CN(C=O)C.C([O-])([O-])=O.[K+].[K+]. Product: [CH3:29][S:30][C:31]1[N:36]=[C:35]([C:37]2[C:38]([C:39]3[CH:44]=[CH:43][CH:42]=[C:41]([N+:45]([O-:47])=[O:46])[CH:40]=3)=[N:14][N:15]3[CH:16]=[CH:17][C:18]([O:21][CH2:22][C:23]4[CH:24]=[CH:25][CH:26]=[CH:27][CH:28]=4)=[CH:19][C:20]=23)[CH:34]=[CH:33][N:32]=1. The catalyst class is: 6.